From a dataset of Forward reaction prediction with 1.9M reactions from USPTO patents (1976-2016). Predict the product of the given reaction. (1) The product is: [CH2:14]([N:13]([CH3:12])[CH2:2][CH2:3][O:4][C:5]1[CH:10]=[CH:9][C:8]([OH:11])=[CH:7][CH:6]=1)[C:15]1[CH:20]=[CH:19][CH:18]=[CH:17][CH:16]=1. Given the reactants Br[CH2:2][CH2:3][O:4][C:5]1[CH:10]=[CH:9][C:8]([OH:11])=[CH:7][CH:6]=1.[CH3:12][NH:13][CH2:14][C:15]1[CH:20]=[CH:19][CH:18]=[CH:17][CH:16]=1.C(N(C(C)C)CC)(C)C, predict the reaction product. (2) Given the reactants [Br:1][C:2]1[CH:8]=[CH:7][C:5]([NH2:6])=[CH:4][CH:3]=1.[N+:9]([C:12]1[CH:20]=[CH:19][CH:18]=[CH:17][C:13]=1[C:14](Cl)=[O:15])([O-:11])=[O:10], predict the reaction product. The product is: [N+:9]([C:12]1[CH:20]=[CH:19][CH:18]=[CH:17][C:13]=1[C:14]([NH:6][C:5]1[CH:7]=[CH:8][C:2]([Br:1])=[CH:3][CH:4]=1)=[O:15])([O-:11])=[O:10]. (3) Given the reactants Cl[C:2]1[CH:7]=[CH:6][N:5]=[C:4]([C:8]2[CH:13]=[CH:12][C:11]([O:14][C:15]([F:18])([F:17])[F:16])=[CH:10][CH:9]=2)[N:3]=1.[CH:19]([C:21]1[CH:26]=[CH:25][C:24](B(O)O)=[CH:23][CH:22]=1)=[O:20], predict the reaction product. The product is: [F:16][C:15]([F:18])([F:17])[O:14][C:11]1[CH:12]=[CH:13][C:8]([C:4]2[N:3]=[C:2]([C:24]3[CH:25]=[CH:26][C:21]([CH:19]=[O:20])=[CH:22][CH:23]=3)[CH:7]=[CH:6][N:5]=2)=[CH:9][CH:10]=1. (4) Given the reactants [OH:1][CH:2]1[CH2:7][CH2:6][NH:5][CH2:4][CH2:3]1.C1(P(C2CCCCC2)C2C=CC=CC=2C2C(C(C)C)=CC(C(C)C)=CC=2C(C)C)CCCCC1.C(=O)([O-])[O-].[Cs+].[Cs+].Br[C:49]1[CH:50]=[C:51]([CH:75]=[CH:76][CH:77]=1)[CH2:52][N:53]1[C:57]([CH3:58])=[CH:56][C:55](/[C:59](/[F:74])=[CH:60]/[C:61]2[CH:66]=[CH:65][C:64]([C:67]([CH3:73])([CH3:72])[C:68]([F:71])([F:70])[F:69])=[CH:63][CH:62]=2)=[N:54]1, predict the reaction product. The product is: [F:74]/[C:59](/[C:55]1[CH:56]=[C:57]([CH3:58])[N:53]([CH2:52][C:51]2[CH:50]=[C:49]([N:5]3[CH2:6][CH2:7][CH:2]([OH:1])[CH2:3][CH2:4]3)[CH:77]=[CH:76][CH:75]=2)[N:54]=1)=[CH:60]\[C:61]1[CH:66]=[CH:65][C:64]([C:67]([CH3:73])([CH3:72])[C:68]([F:70])([F:71])[F:69])=[CH:63][CH:62]=1. (5) Given the reactants [C:1]([C:3]1[C:11]2[C:6](=[CH:7][C:8]([CH:12]3CC3)=[CH:9][CH:10]=2)[N:5]([CH:15]2[CH2:18][CH2:17][CH2:16]2)[C:4]=1B(O)O)#[N:2].Cl[C:23]1[N:28]=[CH:27][C:26]([S:29]([NH:32][C@H:33]([CH3:38])[C:34]([F:37])([F:36])[F:35])(=[O:31])=[O:30])=[CH:25][CH:24]=1.F[B-](F)(F)F.[C:44]([PH+](C(C)(C)C)C(C)(C)C)(C)(C)C.[F-:57].[K+], predict the reaction product. The product is: [C:1]([C:3]1[C:11]2[C:6](=[CH:7][C:8]([CH3:12])=[C:9]([F:57])[CH:10]=2)[N:5]([CH:15]2[CH2:18][CH2:17][CH2:16][CH2:44]2)[C:4]=1[C:23]1[N:28]=[CH:27][C:26]([S:29]([NH:32][C@H:33]([CH3:38])[C:34]([F:37])([F:36])[F:35])(=[O:31])=[O:30])=[CH:25][CH:24]=1)#[N:2]. (6) Given the reactants [C:1]([O:5][C:6](=[O:15])[CH2:7]/[N:8]=[CH:9]/[CH2:10][C:11]([CH3:14])([CH3:13])[CH3:12])([CH3:4])([CH3:3])[CH3:2].[Cl:16][C:17]1[CH:18]=[C:19](/[CH:23]=[C:24](/[C:27]2[CH:28]=[N:29][C:30]([Cl:33])=[CH:31][CH:32]=2)\[C:25]#[N:26])[CH:20]=[CH:21][CH:22]=1.C(N(CC)CC)C, predict the reaction product. The product is: [C:1]([O:5][C:6]([CH:7]1[CH:23]([C:19]2[CH:20]=[CH:21][CH:22]=[C:17]([Cl:16])[CH:18]=2)[C:24]([C:27]2[CH:28]=[N:29][C:30]([Cl:33])=[CH:31][CH:32]=2)([C:25]#[N:26])[CH:9]([CH2:10][C:11]([CH3:14])([CH3:13])[CH3:12])[NH:8]1)=[O:15])([CH3:4])([CH3:3])[CH3:2]. (7) Given the reactants Cl[C:2]1[C:7]([N+:8]([O-:10])=[O:9])=[CH:6][C:5]([N+:11]([O-:13])=[O:12])=[CH:4][N:3]=1.[CH2:14]([N:16]1[CH2:21][CH2:20][NH:19][CH2:18][CH2:17]1)[CH3:15], predict the reaction product. The product is: [CH2:14]([N:16]1[CH2:21][CH2:20][N:19]([C:2]2[C:7]([N+:8]([O-:10])=[O:9])=[CH:6][C:5]([N+:11]([O-:13])=[O:12])=[CH:4][N:3]=2)[CH2:18][CH2:17]1)[CH3:15]. (8) Given the reactants [CH2:1]([O:8][C:9]1[C:14](=[O:15])[CH:13]=[C:12]([CH2:16][NH:17][S:18]([C:21]2[CH:26]=[CH:25][C:24]([CH3:27])=[CH:23][CH:22]=2)(=[O:20])=[O:19])O[C:10]=1[C:28]([OH:30])=[O:29])[C:2]1[CH:7]=[CH:6][CH:5]=[CH:4][CH:3]=1.C1(S(C(N)C2[N:46](C)[C:45](C(O)=O)=C(OCC3C=CC=CC=3)C(=O)C=2)(=O)=O)C=CC=CC=1, predict the reaction product. The product is: [CH2:1]([O:8][C:9]1[C:14](=[O:15])[CH:13]=[C:12]([CH2:16][NH:17][S:18]([C:21]2[CH:26]=[CH:25][C:24]([CH3:27])=[CH:23][CH:22]=2)(=[O:20])=[O:19])[N:46]([CH3:45])[C:10]=1[C:28]([OH:30])=[O:29])[C:2]1[CH:7]=[CH:6][CH:5]=[CH:4][CH:3]=1. (9) The product is: [OH:10][C:3]1[CH:4]=[CH:5][CH:6]=[C:7]([O:8][CH3:9])[C:2]=1[NH:1][C:11](=[O:13])[CH3:12]. Given the reactants [NH2:1][C:2]1[C:7]([O:8][CH3:9])=[CH:6][CH:5]=[CH:4][C:3]=1[OH:10].[C:11](N1C=CN=C1)(=[O:13])[CH3:12], predict the reaction product.